From a dataset of Reaction yield outcomes from USPTO patents with 853,638 reactions. Predict the reaction yield, written as a fraction of the theoretical maximum amount of product (1.0 means a 100% yield; for example, 0.34 means a 34% yield). (1) The reactants are Br[C:2]1[CH:7]=[CH:6][C:5]([N:8]([Si:13]([CH3:16])([CH3:15])[CH3:14])[Si:9]([CH3:12])([CH3:11])[CH3:10])=[C:4]([Cl:17])[CH:3]=1.C([Li])(C)(C)C.[C:23]([O:27][C:28]([N:30]1[CH2:34][CH2:33][CH2:32][C:31]1([CH2:37][CH2:38][CH2:39][CH3:40])[CH:35]=[O:36])=[O:29])([CH3:26])([CH3:25])[CH3:24]. The catalyst is CCOCC. The product is [C:23]([O:27][C:28]([N:30]1[CH2:34][CH2:33][CH2:32][C:31]1([CH2:37][CH2:38][CH2:39][CH3:40])[CH:35]([C:2]1[CH:7]=[CH:6][C:5]([N:8]([Si:13]([CH3:16])([CH3:15])[CH3:14])[Si:9]([CH3:12])([CH3:11])[CH3:10])=[C:4]([Cl:17])[CH:3]=1)[OH:36])=[O:29])([CH3:26])([CH3:25])[CH3:24]. The yield is 0.490. (2) The reactants are [CH2:1]([N:3]1[CH2:8][CH2:7][N:6]([C:9]2[CH:10]=[N:11][C:12]([N+:15]([O-])=O)=[CH:13][CH:14]=2)[CH2:5][CH2:4]1)[CH3:2]. The catalyst is [Pd].CCO. The product is [CH2:1]([N:3]1[CH2:4][CH2:5][N:6]([C:9]2[CH:14]=[CH:13][C:12]([NH2:15])=[N:11][CH:10]=2)[CH2:7][CH2:8]1)[CH3:2]. The yield is 0.820. (3) The reactants are [Br:1][C:2]1[CH:10]=[CH:9][CH:8]=[C:7]2[C:3]=1[CH:4]=[CH:5][NH:6]2.[CH3:11][C:12]([O:15][C:16](O[C:16]([O:15][C:12]([CH3:14])([CH3:13])[CH3:11])=[O:17])=[O:17])([CH3:14])[CH3:13]. The catalyst is CN(C1C=CN=CC=1)C.CC#N. The product is [C:16]([N:6]1[C:7]2[C:3](=[C:2]([Br:1])[CH:10]=[CH:9][CH:8]=2)[CH:4]=[CH:5]1)([O:15][C:12]([CH3:14])([CH3:13])[CH3:11])=[O:17]. The yield is 0.930. (4) The reactants are [Cl:1][C:2]1[N:3]=[N:4][C:5](Cl)=[CH:6][CH:7]=1.[CH2:9]([OH:17])[CH2:10][CH2:11][CH2:12][CH2:13][CH2:14][CH2:15][CH3:16].C([O-])([O-])=O.[K+].[K+]. The catalyst is CN(C=O)C. The product is [Cl:1][C:2]1[N:3]=[N:4][C:5]([O:17][CH2:9][CH2:10][CH2:11][CH2:12][CH2:13][CH2:14][CH2:15][CH3:16])=[CH:6][CH:7]=1. The yield is 0.500. (5) The reactants are [CH3:1][C:2]1[N:3]([CH2:14][CH2:15][CH2:16][CH2:17][CH2:18][C:19](OCC)=O)[C:4]2[CH2:5][C:6](C)(C)[CH2:7][C:8](=[O:11])[C:9]=2[CH:10]=1.[OH2:24].[OH2:25].[OH-].[Li+].[CH3:28]O. No catalyst specified. The product is [CH3:1][C:2]1[N:3]([CH2:14][CH2:15][CH2:16][CH2:17][CH2:18][CH2:19][C:28]([OH:25])=[O:24])[C:4]2[CH2:5][CH2:6][CH2:7][C:8](=[O:11])[C:9]=2[CH:10]=1. The yield is 0.680. (6) The reactants are Br[C:2]1[S:6][C:5]([NH:7][C:8]([NH:10][C:11]2[CH:16]=[CH:15][C:14]([CH3:17])=[CH:13][C:12]=2[C:18]([CH:20]2[CH2:24][CH2:23][CH2:22][CH2:21]2)=[O:19])=[O:9])=[N:4][CH:3]=1.[CH3:25][N:26]([CH3:30])[CH2:27][CH2:28][SH:29]. No catalyst specified. The product is [CH:20]1([C:18]([C:12]2[CH:13]=[C:14]([CH3:17])[CH:15]=[CH:16][C:11]=2[NH:10][C:8]([NH:7][C:5]2[S:6][C:2]([S:29][CH2:28][CH2:27][N:26]([CH3:30])[CH3:25])=[CH:3][N:4]=2)=[O:9])=[O:19])[CH2:24][CH2:23][CH2:22][CH2:21]1. The yield is 0.300.